Dataset: NCI-60 drug combinations with 297,098 pairs across 59 cell lines. Task: Regression. Given two drug SMILES strings and cell line genomic features, predict the synergy score measuring deviation from expected non-interaction effect. Drug 1: CCCCCOC(=O)NC1=NC(=O)N(C=C1F)C2C(C(C(O2)C)O)O. Drug 2: CN(CCCl)CCCl.Cl. Cell line: A549. Synergy scores: CSS=19.0, Synergy_ZIP=-2.77, Synergy_Bliss=0.666, Synergy_Loewe=-28.1, Synergy_HSA=-1.42.